This data is from Peptide-MHC class II binding affinity with 134,281 pairs from IEDB. The task is: Regression. Given a peptide amino acid sequence and an MHC pseudo amino acid sequence, predict their binding affinity value. This is MHC class II binding data. (1) The peptide sequence is AAFTSSSKAATAKAP. The MHC is HLA-DQA10401-DQB10402 with pseudo-sequence HLA-DQA10401-DQB10402. The binding affinity (normalized) is 0.143. (2) The binding affinity (normalized) is 0.224. The peptide sequence is SHLNAMSKVRKDISE. The MHC is HLA-DQA10501-DQB10302 with pseudo-sequence HLA-DQA10501-DQB10302.